From a dataset of Full USPTO retrosynthesis dataset with 1.9M reactions from patents (1976-2016). Predict the reactants needed to synthesize the given product. (1) Given the product [O:13]1[CH2:2][C:3](=[O:4])[NH:6][C:7]2[CH:12]=[CH:11][CH:10]=[CH:9][C:8]1=2, predict the reactants needed to synthesize it. The reactants are: Cl[CH2:2][C:3](Cl)=[O:4].[NH2:6][C:7]1[CH:12]=[CH:11][CH:10]=[CH:9][C:8]=1[OH:13].C(=O)(O)[O-].[Na+]. (2) Given the product [Cl:6][C:7]1[N:8]=[C:9]([C:14]([NH:16][C@@H:17]2[CH2:22][CH2:21][N:20]([C:23]([O:25][C:26]([CH3:27])([CH3:29])[CH3:28])=[O:24])[CH2:19][C@H:18]2[N:1]2[CH2:5][CH2:4][CH2:3][CH2:2]2)=[O:15])[NH:10][C:11]=1[CH2:12][CH3:13], predict the reactants needed to synthesize it. The reactants are: [NH:1]1[CH2:5][CH2:4][CH2:3][CH2:2]1.[Cl:6][C:7]1[N:8]=[C:9]([C:14]([NH:16][CH:17]2[CH2:22][CH2:21][N:20]([C:23]([O:25][C:26]([CH3:29])([CH3:28])[CH3:27])=[O:24])[CH2:19][C:18]2=O)=[O:15])[NH:10][C:11]=1[CH2:12][CH3:13].C([BH3-])#N.[Na+].C(O)(=O)C.